Dataset: Catalyst prediction with 721,799 reactions and 888 catalyst types from USPTO. Task: Predict which catalyst facilitates the given reaction. (1) Reactant: [CH3:1][C:2]1[CH:7]=[CH:6][CH:5]=[CH:4][C:3]=1[N:8]1[C:12]2[CH:13]=[CH:14][CH:15]=[CH:16][C:11]=2[NH:10][S:9]1(=[O:18])=[O:17].C1(P(C2C=CC=CC=2)C2C=CC=CC=2)C=CC=CC=1.O[CH2:39][CH2:40][N:41]1[CH2:46][CH2:45][N:44]([C:47]([O:49][C:50]([CH3:53])([CH3:52])[CH3:51])=[O:48])[CH2:43][CH2:42]1.CC(OC(/N=N/C(OC(C)C)=O)=O)C. Product: [CH3:1][C:2]1[CH:7]=[CH:6][CH:5]=[CH:4][C:3]=1[N:8]1[C:12]2[CH:13]=[CH:14][CH:15]=[CH:16][C:11]=2[N:10]([CH2:39][CH2:40][N:41]2[CH2:46][CH2:45][N:44]([C:47]([O:49][C:50]([CH3:51])([CH3:53])[CH3:52])=[O:48])[CH2:43][CH2:42]2)[S:9]1(=[O:18])=[O:17]. The catalyst class is: 7. (2) Reactant: C(OC(=O)[NH:7][C:8]1[CH:13]=[C:12]([C:14]([F:17])([F:16])[F:15])[CH:11]=[CH:10][C:9]=1[C:18]1[CH:23]=[C:22]([O:24][C:25]2[C:30]3[N:31]=[C:32]([NH:34][C:35](=[O:37])[CH3:36])[S:33][C:29]=3[CH:28]=[CH:27][CH:26]=2)[N:21]=[CH:20][N:19]=1)(C)(C)C.Cl. Product: [NH2:7][C:8]1[CH:13]=[C:12]([C:14]([F:17])([F:15])[F:16])[CH:11]=[CH:10][C:9]=1[C:18]1[N:19]=[CH:20][N:21]=[C:22]([O:24][C:25]2[C:30]3[N:31]=[C:32]([NH:34][C:35](=[O:37])[CH3:36])[S:33][C:29]=3[CH:28]=[CH:27][CH:26]=2)[CH:23]=1. The catalyst class is: 12. (3) Reactant: O.O.O.C([O-])(=O)C.[Pb+2:8].C([O-])(=O)C.[C:13]([OH:32])(=[O:31])[CH2:14][CH2:15][CH2:16][CH2:17][CH2:18][CH2:19][CH2:20]/[CH:21]=[CH:22]\[CH2:23][CH2:24][CH2:25][CH2:26][CH2:27][CH2:28][CH2:29][CH3:30]. Product: [C:13]([O-:32])(=[O:31])[CH2:14][CH2:15][CH2:16][CH2:17][CH2:18][CH2:19][CH2:20]/[CH:21]=[CH:22]\[CH2:23][CH2:24][CH2:25][CH2:26][CH2:27][CH2:28][CH2:29][CH3:30].[Pb+2:8].[C:13]([O-:32])(=[O:31])[CH2:14][CH2:15][CH2:16][CH2:17][CH2:18][CH2:19][CH2:20]/[CH:21]=[CH:22]\[CH2:23][CH2:24][CH2:25][CH2:26][CH2:27][CH2:28][CH2:29][CH3:30]. The catalyst class is: 400. (4) Reactant: [CH3:1]/[C:2](=[C:7](\[CH3:12])/[C:8]([O:10][CH3:11])=[O:9])/[C:3]([O:5][CH3:6])=[O:4].[Br:13]N1C(=O)CCC1=O. Product: [Br:13][CH2:12]/[C:7](=[C:2](\[CH3:1])/[C:3]([O:5][CH3:6])=[O:4])/[C:8]([O:10][CH3:11])=[O:9]. The catalyst class is: 734. (5) Reactant: C(N(CC)CC)C.[C:8]([C:10]1[CH:17]=[CH:16][C:13]([CH2:14][NH2:15])=[CH:12][CH:11]=1)#[N:9].[CH3:18][C:19]([CH3:24])([CH3:23])[C:20](Cl)=[O:21]. Product: [CH3:18][C:19]([CH3:24])([CH3:23])[C:20]([NH:9][CH2:8][C:10]1[CH:17]=[CH:16][C:13]([C:14]#[N:15])=[CH:12][CH:11]=1)=[O:21]. The catalyst class is: 2. (6) Product: [F:1][C:2]1[CH:7]=[C:6]([I:8])[CH:5]=[CH:4][C:3]=1[NH:9][C:10]1[N:15]([CH3:16])[C:14](=[O:17])[C:13]2[N:18]=[C:19]([CH3:21])[O:20][C:12]=2[C:11]=1[C:22]([NH:31][O:30][CH2:29][CH2:28][O:27][CH:25]=[CH2:26])=[O:24]. The catalyst class is: 3. Reactant: [F:1][C:2]1[CH:7]=[C:6]([I:8])[CH:5]=[CH:4][C:3]=1[NH:9][C:10]1[N:15]([CH3:16])[C:14](=[O:17])[C:13]2[N:18]=[C:19]([CH3:21])[O:20][C:12]=2[C:11]=1[C:22]([OH:24])=O.[CH:25]([O:27][CH2:28][CH2:29][O:30][NH2:31])=[CH2:26].C1C=CC2N(O)N=NC=2C=1.C(Cl)CCl. (7) Product: [CH2:20]1[C:21]2[C:26](=[CH:25][CH:24]=[CH:23][CH:22]=2)[CH2:27][CH2:28][N:19]1[CH2:18][CH:17]([OH:29])[CH2:16][NH:15][C:6](=[O:8])[CH2:5][O:4][C:3]1[CH:11]=[CH:12][CH:13]=[CH:14][C:2]=1[I:1]. The catalyst class is: 14. Reactant: [I:1][C:2]1[CH:14]=[CH:13][CH:12]=[CH:11][C:3]=1[O:4][CH2:5][C:6]([O:8]CC)=O.[NH2:15][CH2:16][CH:17]([OH:29])[CH2:18][N:19]1[CH2:28][CH2:27][C:26]2[C:21](=[CH:22][CH:23]=[CH:24][CH:25]=2)[CH2:20]1. (8) Reactant: Cl.[NH2:2][C@@H:3]1[CH2:8][CH2:7][C@H:6]([NH:9][C:10](=[O:27])[C:11]2[CH:16]=[C:15]([F:17])[CH:14]=[N:13][C:12]=2[O:18][C:19]2[CH:24]=[CH:23][CH:22]=[C:21]([S:25][CH3:26])[CH:20]=2)[CH2:5][CH2:4]1.C(N(CC)CC)C.[CH3:35][O:36][CH2:37][C:38](O)=[O:39].Cl.CN(C)CCCN=C=NCC.ON1C2C=CC=CC=2N=N1. Product: [F:17][C:15]1[CH:14]=[N:13][C:12]([O:18][C:19]2[CH:24]=[CH:23][CH:22]=[C:21]([S:25][CH3:26])[CH:20]=2)=[C:11]([CH:16]=1)[C:10]([NH:9][C@H:6]1[CH2:7][CH2:8][C@@H:3]([NH:2][C:38](=[O:39])[CH2:37][O:36][CH3:35])[CH2:4][CH2:5]1)=[O:27]. The catalyst class is: 9.